This data is from Experimentally validated miRNA-target interactions with 360,000+ pairs, plus equal number of negative samples. The task is: Binary Classification. Given a miRNA mature sequence and a target amino acid sequence, predict their likelihood of interaction. The miRNA is hsa-miR-1236-5p with sequence UGAGUGACAGGGGAAAUGGGGA. The protein sequence of the target gene is MAEQEPTAEQLAQIAAENEEDEHSVNYKPPAQKSIQEIQELDKDDESLRKYKEALLGRVAVSADPNVPNVVVTGLTLVCSSAPGPLELDLTGDLESFKKQSFVLKEGVEYRIKISFRVNREIVSGMKYIQHTYRKGVKIDKTDYMVGSYGPRAEEYEFLTPVEEAPKGMLARGSYSIKSRFTDDDKTDHLSWEWNLTIKKDWKD. Result: 1 (interaction).